Dataset: Full USPTO retrosynthesis dataset with 1.9M reactions from patents (1976-2016). Task: Predict the reactants needed to synthesize the given product. Given the product [OH:15][C@@H:16]([C@H:18]1[C:38](=[O:39])[N:20]2[C:21]([C:35]([O:37][CH2:8][O:7][C:6]([N:5]([CH2:11][CH2:12][CH2:13][CH3:14])[CH2:1][CH2:2][CH2:3][CH3:4])=[O:10])=[O:36])=[C:22]([S:25]/[CH:26]=[CH:27]\[C:28]3[S:32][CH:31]=[N:30][C:29]=3[CH2:33][OH:34])[C@H:23]([CH3:24])[C@H:19]12)[CH3:17], predict the reactants needed to synthesize it. The reactants are: [CH2:1]([N:5]([CH2:11][CH2:12][CH2:13][CH3:14])[C:6](=[O:10])[O:7][CH2:8]Cl)[CH2:2][CH2:3][CH3:4].[OH:15][C@@H:16]([C@H:18]1[C:38](=[O:39])[N:20]2[C:21]([C:35]([O-:37])=[O:36])=[C:22]([S:25]/[CH:26]=[CH:27]\[C:28]3[S:32][CH:31]=[N:30][C:29]=3[CH2:33][OH:34])[C@H:23]([CH3:24])[C@H:19]12)[CH3:17].[Na+].